Dataset: NCI-60 drug combinations with 297,098 pairs across 59 cell lines. Task: Regression. Given two drug SMILES strings and cell line genomic features, predict the synergy score measuring deviation from expected non-interaction effect. (1) Drug 1: CC1=C(C(=CC=C1)Cl)NC(=O)C2=CN=C(S2)NC3=CC(=NC(=N3)C)N4CCN(CC4)CCO. Drug 2: C1CC(=O)NC(=O)C1N2C(=O)C3=CC=CC=C3C2=O. Cell line: SF-539. Synergy scores: CSS=4.78, Synergy_ZIP=-4.48, Synergy_Bliss=-7.46, Synergy_Loewe=-41.8, Synergy_HSA=-5.91. (2) Drug 1: CC1C(C(CC(O1)OC2CC(CC3=C2C(=C4C(=C3O)C(=O)C5=C(C4=O)C(=CC=C5)OC)O)(C(=O)CO)O)N)O.Cl. Drug 2: CN(C)C1=NC(=NC(=N1)N(C)C)N(C)C. Cell line: HCT-15. Synergy scores: CSS=-3.91, Synergy_ZIP=3.76, Synergy_Bliss=4.55, Synergy_Loewe=-1.50, Synergy_HSA=-1.61. (3) Drug 1: CCC(=C(C1=CC=CC=C1)C2=CC=C(C=C2)OCCN(C)C)C3=CC=CC=C3.C(C(=O)O)C(CC(=O)O)(C(=O)O)O. Drug 2: CC(C)(C#N)C1=CC(=CC(=C1)CN2C=NC=N2)C(C)(C)C#N. Cell line: NCI-H322M. Synergy scores: CSS=7.66, Synergy_ZIP=-2.85, Synergy_Bliss=-1.74, Synergy_Loewe=3.24, Synergy_HSA=0.233. (4) Drug 1: CC1=C(C=C(C=C1)C(=O)NC2=CC(=CC(=C2)C(F)(F)F)N3C=C(N=C3)C)NC4=NC=CC(=N4)C5=CN=CC=C5. Drug 2: CC1CCC2CC(C(=CC=CC=CC(CC(C(=O)C(C(C(=CC(C(=O)CC(OC(=O)C3CCCCN3C(=O)C(=O)C1(O2)O)C(C)CC4CCC(C(C4)OC)OCCO)C)C)O)OC)C)C)C)OC. Cell line: SR. Synergy scores: CSS=24.8, Synergy_ZIP=13.5, Synergy_Bliss=13.5, Synergy_Loewe=3.49, Synergy_HSA=6.83. (5) Drug 1: CCCS(=O)(=O)NC1=C(C(=C(C=C1)F)C(=O)C2=CNC3=C2C=C(C=N3)C4=CC=C(C=C4)Cl)F. Synergy scores: CSS=46.1, Synergy_ZIP=8.76, Synergy_Bliss=7.98, Synergy_Loewe=-5.66, Synergy_HSA=4.63. Cell line: COLO 205. Drug 2: CS(=O)(=O)CCNCC1=CC=C(O1)C2=CC3=C(C=C2)N=CN=C3NC4=CC(=C(C=C4)OCC5=CC(=CC=C5)F)Cl.